The task is: Regression. Given two drug SMILES strings and cell line genomic features, predict the synergy score measuring deviation from expected non-interaction effect.. This data is from NCI-60 drug combinations with 297,098 pairs across 59 cell lines. (1) Drug 1: C1=C(C(=O)NC(=O)N1)F. Drug 2: CNC(=O)C1=NC=CC(=C1)OC2=CC=C(C=C2)NC(=O)NC3=CC(=C(C=C3)Cl)C(F)(F)F. Cell line: SN12C. Synergy scores: CSS=31.1, Synergy_ZIP=-1.66, Synergy_Bliss=-2.47, Synergy_Loewe=-2.62, Synergy_HSA=0.724. (2) Drug 1: CN(C)N=NC1=C(NC=N1)C(=O)N. Drug 2: CCC1(CC2CC(C3=C(CCN(C2)C1)C4=CC=CC=C4N3)(C5=C(C=C6C(=C5)C78CCN9C7C(C=CC9)(C(C(C8N6C=O)(C(=O)OC)O)OC(=O)C)CC)OC)C(=O)OC)O.OS(=O)(=O)O. Cell line: MDA-MB-435. Synergy scores: CSS=8.74, Synergy_ZIP=-6.92, Synergy_Bliss=-13.5, Synergy_Loewe=-52.3, Synergy_HSA=-15.7. (3) Drug 2: CCC1(C2=C(COC1=O)C(=O)N3CC4=CC5=C(C=CC(=C5CN(C)C)O)N=C4C3=C2)O.Cl. Synergy scores: CSS=33.5, Synergy_ZIP=-6.12, Synergy_Bliss=-3.11, Synergy_Loewe=-83.0, Synergy_HSA=-5.00. Drug 1: C1CN(P(=O)(OC1)NCCCl)CCCl. Cell line: SNB-75. (4) Drug 1: CCC1=CC2CC(C3=C(CN(C2)C1)C4=CC=CC=C4N3)(C5=C(C=C6C(=C5)C78CCN9C7C(C=CC9)(C(C(C8N6C)(C(=O)OC)O)OC(=O)C)CC)OC)C(=O)OC.C(C(C(=O)O)O)(C(=O)O)O. Drug 2: C1=NC2=C(N1)C(=S)N=C(N2)N. Cell line: IGROV1. Synergy scores: CSS=29.6, Synergy_ZIP=-5.53, Synergy_Bliss=-3.86, Synergy_Loewe=-4.33, Synergy_HSA=-0.387. (5) Drug 1: CC1=C2C(C(=O)C3(C(CC4C(C3C(C(C2(C)C)(CC1OC(=O)C(C(C5=CC=CC=C5)NC(=O)OC(C)(C)C)O)O)OC(=O)C6=CC=CC=C6)(CO4)OC(=O)C)OC)C)OC. Drug 2: CC(C1=C(C=CC(=C1Cl)F)Cl)OC2=C(N=CC(=C2)C3=CN(N=C3)C4CCNCC4)N. Cell line: DU-145. Synergy scores: CSS=42.8, Synergy_ZIP=-1.81, Synergy_Bliss=-6.35, Synergy_Loewe=-28.4, Synergy_HSA=-7.17. (6) Cell line: NCI-H460. Synergy scores: CSS=66.1, Synergy_ZIP=7.44, Synergy_Bliss=7.83, Synergy_Loewe=-15.1, Synergy_HSA=6.42. Drug 1: CC1C(C(CC(O1)OC2CC(OC(C2O)C)OC3=CC4=CC5=C(C(=O)C(C(C5)C(C(=O)C(C(C)O)O)OC)OC6CC(C(C(O6)C)O)OC7CC(C(C(O7)C)O)OC8CC(C(C(O8)C)O)(C)O)C(=C4C(=C3C)O)O)O)O. Drug 2: C1C(C(OC1N2C=NC3=C2NC=NCC3O)CO)O. (7) Drug 1: CNC(=O)C1=NC=CC(=C1)OC2=CC=C(C=C2)NC(=O)NC3=CC(=C(C=C3)Cl)C(F)(F)F. Drug 2: CS(=O)(=O)OCCCCOS(=O)(=O)C. Cell line: SK-MEL-2. Synergy scores: CSS=0.526, Synergy_ZIP=-0.1000, Synergy_Bliss=-1.88, Synergy_Loewe=-5.82, Synergy_HSA=-4.37. (8) Drug 1: CNC(=O)C1=CC=CC=C1SC2=CC3=C(C=C2)C(=NN3)C=CC4=CC=CC=N4. Drug 2: CCC1(CC2CC(C3=C(CCN(C2)C1)C4=CC=CC=C4N3)(C5=C(C=C6C(=C5)C78CCN9C7C(C=CC9)(C(C(C8N6C=O)(C(=O)OC)O)OC(=O)C)CC)OC)C(=O)OC)O.OS(=O)(=O)O. Cell line: HL-60(TB). Synergy scores: CSS=68.4, Synergy_ZIP=6.60, Synergy_Bliss=5.94, Synergy_Loewe=-52.2, Synergy_HSA=3.11.